From a dataset of Reaction yield outcomes from USPTO patents with 853,638 reactions. Predict the reaction yield, written as a fraction of the theoretical maximum amount of product (1.0 means a 100% yield; for example, 0.34 means a 34% yield). (1) The reactants are [CH:1]([N-:4]C(C)C)(C)[CH3:2].[Li+].CCCCCCC.O1CCCC1.C(C1C=CC=CC=1)C.C(#N)C.[C:32]([O:36][C:37]([N:39]1[CH2:44][CH2:43][CH:42]([C:45]#[N:46])[CH2:41][CH2:40]1)=[O:38])([CH3:35])([CH3:34])[CH3:33]. The catalyst is O1CCCC1. The product is [C:32]([O:36][C:37]([N:39]1[CH2:44][CH2:43][CH:42]([C:45]([NH2:46])=[CH:2][C:1]#[N:4])[CH2:41][CH2:40]1)=[O:38])([CH3:35])([CH3:33])[CH3:34]. The yield is 0.640. (2) The reactants are [CH2:1]([O:8][C:9]1[CH:14]=[CH:13][NH:12][C:11](=[O:15])[CH:10]=1)[C:2]1[CH:7]=[CH:6][CH:5]=[CH:4][CH:3]=1.Br[C:17]1[CH:25]=[C:24]2[C:20]([C:21]3[CH2:30][CH2:29][N:28]([C:31]([O:33][C:34]([CH3:37])([CH3:36])[CH3:35])=[O:32])[CH2:27][C:22]=3[N:23]2[CH3:26])=[CH:19][CH:18]=1. No catalyst specified. The product is [CH2:1]([O:8][C:9]1[CH:14]=[CH:13][N:12]([C:17]2[CH:25]=[C:24]3[C:20]([C:21]4[CH2:30][CH2:29][N:28]([C:31]([O:33][C:34]([CH3:37])([CH3:36])[CH3:35])=[O:32])[CH2:27][C:22]=4[N:23]3[CH3:26])=[CH:19][CH:18]=2)[C:11](=[O:15])[CH:10]=1)[C:2]1[CH:3]=[CH:4][CH:5]=[CH:6][CH:7]=1. The yield is 0.620. (3) The reactants are [Cl:1][C:2]1[C:3]([CH3:30])=[C:4]([NH:10][C@H:11]([C@H:27]([OH:29])[CH3:28])[C:12]([NH:14][NH:15][C:16](=[O:26])[C:17]2[CH:22]=[CH:21][C:20]([N+:23]([O-:25])=[O:24])=[CH:19][CH:18]=2)=[O:13])[CH:5]=[CH:6][C:7]=1[C:8]#[N:9].N1C=CN=C1.[CH3:36][C:37]([Si:40](Cl)([CH3:42])[CH3:41])([CH3:39])[CH3:38]. The catalyst is CN(C=O)C. The product is [Si:40]([O:29][C@H:27]([CH3:28])[C@@H:11]([NH:10][C:4]1[CH:5]=[CH:6][C:7]([C:8]#[N:9])=[C:2]([Cl:1])[C:3]=1[CH3:30])[C:12]([NH:14][NH:15][C:16](=[O:26])[C:17]1[CH:22]=[CH:21][C:20]([N+:23]([O-:25])=[O:24])=[CH:19][CH:18]=1)=[O:13])([C:37]([CH3:39])([CH3:38])[CH3:36])([CH3:42])[CH3:41]. The yield is 0.560. (4) The reactants are C([O:3][C:4]([C:6]1[C:10]([CH3:11])=[CH:9][NH:8][C:7]=1[CH2:12][CH2:13][NH:14][CH2:15][CH2:16][NH:17][CH2:18][CH3:19])=O)C.O.[OH-].[Li+]. The catalyst is C(O)(=O)C(O)=O. The product is [CH2:18]([NH:17][CH2:16][CH2:15][N:14]1[CH2:13][CH2:12][C:7]2[NH:8][CH:9]=[C:10]([CH3:11])[C:6]=2[C:4]1=[O:3])[CH3:19]. The yield is 0.302. (5) The reactants are C[N:2](C)[CH:3]=[C:4]([C:14]1[CH:19]=[CH:18][N:17]=[C:16]([NH:20][CH:21]([CH3:23])[CH3:22])[N:15]=1)[C:5]([C:7]1[CH:12]=[CH:11][C:10]([F:13])=[CH:9][CH:8]=1)=O.O.[NH2:26]N. The catalyst is C(O)C. The product is [F:13][C:10]1[CH:11]=[CH:12][C:7]([C:5]2[C:4]([C:14]3[CH:19]=[CH:18][N:17]=[C:16]([NH:20][CH:21]([CH3:23])[CH3:22])[N:15]=3)=[CH:3][NH:2][N:26]=2)=[CH:8][CH:9]=1. The yield is 0.650. (6) The reactants are [C:1](Cl)(=[O:4])[CH2:2][CH3:3].[CH2:6]([O:8][P:9]([O:13]CC)[O:10][CH2:11][CH3:12])[CH3:7]. No catalyst specified. The product is [CH2:6]([O:8][P:9]([C:1](=[O:4])[CH2:2][CH3:3])(=[O:13])[O:10][CH2:11][CH3:12])[CH3:7]. The yield is 0.660. (7) The reactants are CCN(C(C)C)C(C)C.[C:10](N1C=CN=C1)(N1C=CN=C1)=[O:11].Cl.[NH2:23][CH2:24][C:25]1[CH:30]=[CH:29][C:28]([C:31]([N:33]2[CH2:42][C:41]3[CH:40]=[N:39][N:38]([CH3:43])[C:37]=3[NH:36][C:35]3[CH:44]=[C:45]([CH3:48])[CH:46]=[CH:47][C:34]2=3)=[O:32])=[CH:27][C:26]=1[F:49].Cl.Cl.[CH3:52][C:53]([CH3:63])([CH3:62])[CH2:54][CH2:55][N:56]1[CH2:61][CH2:60][NH:59][CH2:58][CH2:57]1. The catalyst is CN(C=O)C. The product is [CH3:43][N:38]1[C:37]2[NH:36][C:35]3[CH:44]=[C:45]([CH3:48])[CH:46]=[CH:47][C:34]=3[N:33]([C:31]([C:28]3[CH:29]=[CH:30][C:25]([CH2:24][NH:23][C:10]([N:59]4[CH2:58][CH2:57][N:56]([CH2:55][CH2:54][C:53]([CH3:63])([CH3:62])[CH3:52])[CH2:61][CH2:60]4)=[O:11])=[C:26]([F:49])[CH:27]=3)=[O:32])[CH2:42][C:41]=2[CH:40]=[N:39]1. The yield is 0.560.